From a dataset of Forward reaction prediction with 1.9M reactions from USPTO patents (1976-2016). Predict the product of the given reaction. (1) Given the reactants [Cl:1][C:2]1[CH:6]=[CH:5][S:4][C:3]=1[CH2:7][C@H:8]([NH:11][C:12]1[N:20]=[CH:19][N:18]=[C:17]2[C:13]=1[N:14]=[CH:15][N:16]2[C@H:21]1[C@H:28]2[C@H:24]([O:25]C(C)(C)[O:27]2)[C@@H:23]([CH2:31][F:32])[CH2:22]1)[CH2:9][CH3:10].Cl.O, predict the reaction product. The product is: [Cl:1][C:2]1[CH:6]=[CH:5][S:4][C:3]=1[CH2:7][C@H:8]([NH:11][C:12]1[N:20]=[CH:19][N:18]=[C:17]2[C:13]=1[N:14]=[CH:15][N:16]2[C@@H:21]1[CH2:22][C@H:23]([CH2:31][F:32])[C@@H:24]([OH:25])[C@H:28]1[OH:27])[CH2:9][CH3:10]. (2) The product is: [CH2:9]([O:16][C:17]([NH:19][C@@H:20]([C:25]([NH2:34])=[O:27])[CH2:21][CH:22]([CH3:24])[CH3:23])=[O:18])[C:10]1[CH:15]=[CH:14][CH:13]=[CH:12][CH:11]=1. Given the reactants ClC(OCC(C)C)=O.[CH2:9]([O:16][C:17]([NH:19][C@@H:20]([C:25]([OH:27])=O)[CH2:21][CH:22]([CH3:24])[CH3:23])=[O:18])[C:10]1[CH:15]=[CH:14][CH:13]=[CH:12][CH:11]=1.C1([NH:34]C2CCCCC2)CCCCC1.CN1CCOCC1.N.C(=O)([O-])O.[Na+], predict the reaction product. (3) Given the reactants [NH2:1][C:2]1[N:7]=[C:6](Br)[C:5]([C:9]#[N:10])=[C:4]([S:11][CH3:12])[N:3]=1.[N:13]1[CH:18]=[CH:17][CH:16]=[C:15](B(O)O)[CH:14]=1.C(=O)([O-])[O-].[Na+].[Na+], predict the reaction product. The product is: [NH2:1][C:2]1[N:3]=[C:4]([S:11][CH3:12])[C:5]([C:9]#[N:10])=[C:6]([C:15]2[CH:14]=[N:13][CH:18]=[CH:17][CH:16]=2)[N:7]=1.